This data is from Forward reaction prediction with 1.9M reactions from USPTO patents (1976-2016). The task is: Predict the product of the given reaction. (1) Given the reactants [O:1]=[C:2]1[CH2:7][CH2:6][CH:5]([CH:8]([CH3:14])[C:9]([O:11][CH2:12][CH3:13])=[O:10])[CH2:4][CH2:3]1.C(C1C=C(C)C=C(C(C)(C)C)N=1)(C)(C)C.[F:30][C:31]([F:44])([F:43])[S:32](O[S:32]([C:31]([F:44])([F:43])[F:30])(=[O:34])=[O:33])(=[O:34])=[O:33], predict the reaction product. The product is: [F:30][C:31]([F:44])([F:43])[S:32]([O:1][C:2]1[CH2:7][CH2:6][CH:5]([CH:8]([CH3:14])[C:9]([O:11][CH2:12][CH3:13])=[O:10])[CH2:4][CH:3]=1)(=[O:34])=[O:33]. (2) Given the reactants [CH2:1]([CH2:3][NH2:4])[OH:2].[C:5](OCC)(=[O:9])[C:6]([CH3:8])=[O:7], predict the reaction product. The product is: [OH:2][CH2:1][CH2:3][NH:4][C:5](=[O:9])[C:6](=[O:7])[CH3:8]. (3) Given the reactants Cl[C:2]1[N:7]=[CH:6][N:5]=[C:4]([C:8]2[CH:13]=[CH:12][C:11]([C@@H:14]([N:16]3[CH2:21][CH2:20][C@@:19]([C:26]4[CH:31]=[CH:30][C:29]([F:32])=[CH:28][CH:27]=4)([CH2:22][CH2:23][CH2:24][OH:25])[O:18][C:17]3=[O:33])[CH3:15])=[CH:10][CH:9]=2)[CH:3]=1.[OH-:34].[Na+], predict the reaction product. The product is: [F:32][C:29]1[CH:30]=[CH:31][C:26]([C@:19]2([CH2:22][CH2:23][CH2:24][OH:25])[O:18][C:17](=[O:33])[N:16]([C@H:14]([C:11]3[CH:12]=[CH:13][C:8]([C:4]4[CH:3]=[C:2]([OH:34])[N:7]=[CH:6][N:5]=4)=[CH:9][CH:10]=3)[CH3:15])[CH2:21][CH2:20]2)=[CH:27][CH:28]=1. (4) Given the reactants [Cl:1][C:2]1[CH:3]=[CH:4][C:5]([CH2:8][OH:9])=[N:6][CH:7]=1.C(N(CC)CC)C.CS(Cl)(=O)=O.C(=O)([O-])[O-].[K+].[K+].[F:28][C:29]1[CH:41]=[C:40](O)[C:39]([F:43])=[CH:38][C:30]=1[C:31]([NH:33][S:34]([CH3:37])(=[O:36])=[O:35])=[O:32], predict the reaction product. The product is: [CH2:5]([NH:6][CH2:7][CH3:2])[CH3:4].[Cl:1][C:2]1[CH:3]=[CH:4][C:5]([CH2:8][O:9][C:40]2[C:39]([F:43])=[CH:38][C:30]([C:31]([NH:33][S:34]([CH3:37])(=[O:36])=[O:35])=[O:32])=[C:29]([F:28])[CH:41]=2)=[N:6][CH:7]=1. (5) Given the reactants [Br:1][C:2]1[CH:3]=[C:4]2[C:9](=[CH:10][CH:11]=1)[C:8](=[O:12])[N:7]([CH2:13][C:14]([CH3:18])([CH3:17])[CH2:15]O)[CH:6]=[CH:5]2.[Cl-:19].ClC=[N+](C)C.CN([CH:28]=[O:29])C, predict the reaction product. The product is: [Br:1][C:2]1[CH:3]=[C:4]2[C:9](=[CH:10][CH:11]=1)[C:8](=[O:12])[N:7]([CH2:13][C:14]([CH3:18])([CH3:17])[CH2:15][Cl:19])[CH:6]=[C:5]2[CH:28]=[O:29]. (6) Given the reactants [Cl:1][C:2]1[N:3]=[CH:4][C:5]([C:8]([OH:10])=O)=[N:6][CH:7]=1.C(Cl)(=O)C(Cl)=O.Cl.[CH3:18][O:19][CH:20]1[CH2:23][NH:22][CH2:21]1.CCN(C(C)C)C(C)C, predict the reaction product. The product is: [Cl:1][C:2]1[N:3]=[CH:4][C:5]([C:8]([N:22]2[CH2:23][CH:20]([O:19][CH3:18])[CH2:21]2)=[O:10])=[N:6][CH:7]=1. (7) Given the reactants [N+:1]([C:4]1[CH:9]=[CH:8][CH:7]=[CH:6][C:5]=1[S:10]([NH:13][C:14]1[CH:19]=[CH:18][C:17]([CH2:20][CH2:21][C:22]([O:24][CH3:25])=[O:23])=[CH:16][CH:15]=1)(=[O:12])=[O:11])([O-:3])=[O:2].[Cl:26][CH2:27][C:28]1[CH:35]=[CH:34][C:31]([CH2:32]O)=[CH:30][CH:29]=1.C1(P(C2C=CC=CC=2)C2C=CC=CC=2)C=CC=CC=1.N(C(OCC)=O)=NC(OCC)=O, predict the reaction product. The product is: [Cl:26][CH2:27][C:28]1[CH:35]=[CH:34][C:31]([CH2:32][N:13]([S:10]([C:5]2[CH:6]=[CH:7][CH:8]=[CH:9][C:4]=2[N+:1]([O-:3])=[O:2])(=[O:12])=[O:11])[C:14]2[CH:19]=[CH:18][C:17]([CH2:20][CH2:21][C:22]([O:24][CH3:25])=[O:23])=[CH:16][CH:15]=2)=[CH:30][CH:29]=1. (8) Given the reactants [CH2:1]([O:8][C:9]([N:11]1[CH2:16][C@H:15]([O:17][CH2:18][C:19]2[CH:20]=[CH:21][C:22]3[O:27][CH2:26][CH2:25][N:24]([CH2:28][CH2:29][CH2:30][O:31][CH3:32])[C:23]=3[CH:33]=2)[C@@H:14]([C:34]2[CH:39]=[CH:38][C:37]([O:40][CH3:41])=[CH:36][CH:35]=2)[CH2:13][C@H:12]1[C:42](O)=[O:43])=[O:10])[C:2]1[CH:7]=[CH:6][CH:5]=[CH:4][CH:3]=1.[C:45]1([C:51]2[CH:52]=[C:53]([CH:56]=[CH:57][CH:58]=2)[CH2:54][NH2:55])[CH:50]=[CH:49][CH:48]=[CH:47][CH:46]=1, predict the reaction product. The product is: [CH2:1]([O:8][C:9]([N:11]1[CH2:16][C@H:15]([O:17][CH2:18][C:19]2[CH:20]=[CH:21][C:22]3[O:27][CH2:26][CH2:25][N:24]([CH2:28][CH2:29][CH2:30][O:31][CH3:32])[C:23]=3[CH:33]=2)[C@@H:14]([C:34]2[CH:39]=[CH:38][C:37]([O:40][CH3:41])=[CH:36][CH:35]=2)[CH2:13][C@H:12]1[C:42](=[O:43])[NH:55][CH2:54][C:53]1[CH:52]=[C:51]([C:45]2[CH:46]=[CH:47][CH:48]=[CH:49][CH:50]=2)[CH:58]=[CH:57][CH:56]=1)=[O:10])[C:2]1[CH:7]=[CH:6][CH:5]=[CH:4][CH:3]=1. (9) Given the reactants Cl[C:2]1[C:7]([Cl:8])=[CH:6][C:5]([C:9]([F:12])([F:11])[F:10])=[CH:4][N:3]=1.[NH3:13], predict the reaction product. The product is: [NH2:13][C:2]1[C:7]([Cl:8])=[CH:6][C:5]([C:9]([F:12])([F:11])[F:10])=[CH:4][N:3]=1. (10) Given the reactants [CH2:1]([N:3]1[C:7]2=[N:8][CH:9]=[CH:10][N:11]=[C:6]2[C:5]([C:12]2[CH:17]=[CH:16][C:15]([OH:18])=[CH:14][CH:13]=2)=[N:4]1)[CH3:2].[CH3:19][N:20]1[C:24]2=[N:25][CH:26]=[CH:27][CH:28]=[C:23]2[N:22]=[C:21]1S(C)(=O)=O.O, predict the reaction product. The product is: [CH2:1]([N:3]1[C:7]2=[N:8][CH:9]=[CH:10][N:11]=[C:6]2[C:5]([C:12]2[CH:17]=[CH:16][C:15]([O:18][C:21]3[N:20]([CH3:19])[C:24]4=[N:25][CH:26]=[CH:27][CH:28]=[C:23]4[N:22]=3)=[CH:14][CH:13]=2)=[N:4]1)[CH3:2].